This data is from Forward reaction prediction with 1.9M reactions from USPTO patents (1976-2016). The task is: Predict the product of the given reaction. (1) Given the reactants [NH:1]1[C:5](=O)[CH2:4][CH2:3][C:2]1=[O:7].[CH2:8](Br)[C:9]1[CH:14]=[CH:13][CH:12]=[CH:11][CH:10]=1, predict the reaction product. The product is: [CH2:8]([CH:5]1[NH:1][C:2](=[O:7])[CH2:3][CH2:4]1)[C:9]1[CH:14]=[CH:13][CH:12]=[CH:11][CH:10]=1. (2) Given the reactants [F:1][C:2]1[C:3]([CH2:8][C:9]#[N:10])=[N:4][CH:5]=[CH:6][CH:7]=1.[CH3:11][N:12]([CH:14]=O)[CH3:13].C[C:11]([N:12]([CH3:14])[CH3:13])=O, predict the reaction product. The product is: [CH3:11][N:12]([CH3:13])/[CH:14]=[C:8](/[C:3]1[C:2]([F:1])=[CH:7][CH:6]=[CH:5][N:4]=1)\[C:9]#[N:10]. (3) Given the reactants [N:1]([CH2:4][C:5]1[CH:6]=[C:7]([CH2:11][CH:12]([NH:14][C:15]2[N:20]=[C:19]([N:21]3[C:26]4=[N:27][C:28]([C:32]5[CH:37]=[CH:36][CH:35]=[CH:34][CH:33]=5)=[CH:29][C:30](=[O:31])[N:25]4[CH2:24][CH2:23][CH2:22]3)[CH:18]=[CH:17][N:16]=2)[CH3:13])[CH:8]=[CH:9][CH:10]=1)=[N+]=[N-].[H][H], predict the reaction product. The product is: [NH2:1][CH2:4][C:5]1[CH:6]=[C:7]([CH2:11][CH:12]([NH:14][C:15]2[N:20]=[C:19]([N:21]3[C:26]4=[N:27][C:28]([C:32]5[CH:33]=[CH:34][CH:35]=[CH:36][CH:37]=5)=[CH:29][C:30](=[O:31])[N:25]4[CH2:24][CH2:23][CH2:22]3)[CH:18]=[CH:17][N:16]=2)[CH3:13])[CH:8]=[CH:9][CH:10]=1. (4) Given the reactants [CH3:1][O:2][C:3]1[CH:27]=[CH:26][CH:25]=[C:24]([O:28][CH3:29])[C:4]=1[C:5]([NH:7][C@H:8]1[CH2:12][CH2:11][CH2:10][C@H:9]1[NH:13][C:14]1C=N[C:21]2[C:16](=[CH:17][CH:18]=[CH:19][CH:20]=2)[N:15]=1)=[O:6].Cl.N[C@H]1CCC[C@@H]1NC(=O)C1C([O:45]C)=CC=CC=1OC.ClC1OC2C=CC=CC=2N=1, predict the reaction product. The product is: [O:45]1[C:21]2[CH:20]=[CH:19][CH:18]=[CH:17][C:16]=2[N:15]=[C:14]1[NH:13][C@H:9]1[CH2:10][CH2:11][CH2:12][C@@H:8]1[NH:7][C:5](=[O:6])[C:4]1[C:24]([O:28][CH3:29])=[CH:25][CH:26]=[CH:27][C:3]=1[O:2][CH3:1].